From a dataset of Retrosynthesis with 50K atom-mapped reactions and 10 reaction types from USPTO. Predict the reactants needed to synthesize the given product. (1) Given the product O=C(c1ccccc1)c1ccc(C[C@H](NC(=O)C(F)(F)F)C(=O)O)cc1, predict the reactants needed to synthesize it. The reactants are: COC(=O)C(F)(F)F.N[C@@H](Cc1ccc(C(=O)c2ccccc2)cc1)C(=O)O. (2) The reactants are: COC(=O)Nc1cc(-c2ccnc(NC3CCCCC3)c2)nc(N2CCN(C(=O)OC(C)(C)C)CC2)c1. Given the product COC(=O)Nc1cc(-c2ccnc(NC3CCCCC3)c2)nc(N2CCNCC2)c1, predict the reactants needed to synthesize it. (3) The reactants are: COc1c(C)c(C)c2c(c1C)CCC(C)(CCN1CCNCC1)O2.COc1cc(C(=O)Cl)cc(OC)c1OC. Given the product COc1cc(C(=O)N2CCN(CCC3(C)CCc4c(C)c(OC)c(C)c(C)c4O3)CC2)cc(OC)c1OC, predict the reactants needed to synthesize it. (4) Given the product Cc1ccsc1C(=O)N1CCN(C(=O)CNC(=O)c2ccc(OCc3ccccc3)cc2)CC1, predict the reactants needed to synthesize it. The reactants are: Cc1ccsc1C(=O)O.O=C(NCC(=O)N1CCNCC1)c1ccc(OCc2ccccc2)cc1. (5) Given the product CC(C)(C)OC(=O)c1c(-c2ccccc2)csc1NC(=O)CCCCC(=O)O, predict the reactants needed to synthesize it. The reactants are: COC(=O)CCCCC(=O)Nc1scc(-c2ccccc2)c1C(=O)OC(C)(C)C. (6) Given the product CC(C)(CC=O)NC(=O)OC(C)(C)C, predict the reactants needed to synthesize it. The reactants are: CC(C)(CCO)NC(=O)OC(C)(C)C. (7) Given the product Fc1ccc(-c2nc3nc(NCc4ccccc4)ccc3n2-c2ccnc(NC3CCCC3)n2)cc1, predict the reactants needed to synthesize it. The reactants are: Fc1ccc(-c2nc3nc(Cl)ccc3n2-c2ccnc(NC3CCCC3)n2)cc1.NCc1ccccc1.